Dataset: Reaction yield outcomes from USPTO patents with 853,638 reactions. Task: Predict the reaction yield, written as a fraction of the theoretical maximum amount of product (1.0 means a 100% yield; for example, 0.34 means a 34% yield). (1) The reactants are [CH3:1][C:2]([CH3:6])([OH:5])[C:3]#[N:4].[Cl:7][CH2:8][CH2:9]O. The catalyst is O.[Cl-].[Cl-].[Zn+2]. The product is [Cl:7][CH2:8][CH2:9][O:5][C:2]([CH3:6])([CH3:1])[C:3]#[N:4]. The yield is 0.638. (2) The reactants are [CH:1]1([C:7]2[C:8]3[CH:26]=[CH:25][C:24]([C:27]([NH:29][C:30]([C:33]4[NH:34][C:35]5[CH:41]=[C:40]([C:42]([O:44]C)=[O:43])[CH:39]=[CH:38][C:36]=5[N:37]=4)([CH3:32])[CH3:31])=[O:28])=[CH:23][C:9]=3[N:10]3[C:16]=2[C:15]2[CH:17]=[CH:18][C:19]([O:21][CH3:22])=[CH:20][C:14]=2[O:13][CH2:12][CH2:11]3)[CH2:6][CH2:5][CH2:4][CH2:3][CH2:2]1.[OH-].[Li+].Cl.O. The product is [CH:1]1([C:7]2[C:8]3[CH:26]=[CH:25][C:24]([C:27]([NH:29][C:30]([C:33]4[NH:34][C:35]5[CH:41]=[C:40]([C:42]([OH:44])=[O:43])[CH:39]=[CH:38][C:36]=5[N:37]=4)([CH3:32])[CH3:31])=[O:28])=[CH:23][C:9]=3[N:10]3[C:16]=2[C:15]2[CH:17]=[CH:18][C:19]([O:21][CH3:22])=[CH:20][C:14]=2[O:13][CH2:12][CH2:11]3)[CH2:6][CH2:5][CH2:4][CH2:3][CH2:2]1. The yield is 1.00. The catalyst is O1CCCC1.CO. (3) The reactants are Cl[C:2]1[N:7]=[C:6]([Cl:8])[N:5]=[C:4]([Cl:9])[N:3]=1.Cl.[CH2:11]([NH2:13])[CH3:12].C(N(CC)C(C)C)(C)C. No catalyst specified. The product is [CH2:11]([NH:13][C:2]1[N:7]=[C:6]([Cl:8])[N:5]=[C:4]([Cl:9])[N:3]=1)[CH3:12]. The yield is 0.680. (4) The reactants are [H-].C([Al+]CC(C)C)C(C)C.[CH2:11]([N:13]1[C:21]2[C:16](=[CH:17][CH:18]=[CH:19][CH:20]=2)[C:15]2[CH:22]=[C:23]([C:26]#N)[CH:24]=[N:25][C:14]1=2)[CH3:12].S(=O)(=O)(O)[OH:29].C(=O)([O-])O.[Na+]. The catalyst is C1(C)C=CC=CC=1.CO. The product is [CH2:11]([N:13]1[C:21]2[C:16](=[CH:17][CH:18]=[CH:19][CH:20]=2)[C:15]2[CH:22]=[C:23]([CH:26]=[O:29])[CH:24]=[N:25][C:14]1=2)[CH3:12]. The yield is 0.630.